Dataset: Choline transporter screen with 302,306 compounds. Task: Binary Classification. Given a drug SMILES string, predict its activity (active/inactive) in a high-throughput screening assay against a specified biological target. The compound is o1c(C(=O)N(CCC)CCC)c(NC(=O)Cc2cc(OC)ccc2)c2c1cccc2. The result is 0 (inactive).